From a dataset of Full USPTO retrosynthesis dataset with 1.9M reactions from patents (1976-2016). Predict the reactants needed to synthesize the given product. (1) The reactants are: [C:1]([N:5]1[C:9]2[CH:10]=[CH:11][C:12]([C:14]3[CH:15]=[N:16][C:17]([NH2:20])=[N:18][CH:19]=3)=[CH:13][C:8]=2[N:7]=[C:6]1[C:21]1[CH:26]=[C:25]([CH:27]=[CH2:28])[CH:24]=[CH:23][C:22]=1[N:29]1[CH:33]=[N:32][CH:31]=[N:30]1)([CH3:4])([CH3:3])[CH3:2]. Given the product [C:1]([N:5]1[C:9]2[CH:10]=[CH:11][C:12]([C:14]3[CH:15]=[N:16][C:17]([NH2:20])=[N:18][CH:19]=3)=[CH:13][C:8]=2[N:7]=[C:6]1[C:21]1[CH:26]=[C:25]([CH2:27][CH3:28])[CH:24]=[CH:23][C:22]=1[N:29]1[CH:33]=[N:32][CH:31]=[N:30]1)([CH3:2])([CH3:3])[CH3:4], predict the reactants needed to synthesize it. (2) The reactants are: [Br:1][C:2]1[CH:3]=[CH:4][C:5]([NH:12][C:13](=[O:24])[CH2:14][O:15][C:16]2[CH:21]=[CH:20][C:19]([C:22]#[N:23])=[CH:18][CH:17]=2)=[C:6]([CH:11]=1)[C:7](OC)=[O:8].BrC1C=C2C(=CC=1)NC(=O)C(OC1C=CC=CC=1)=C2O. Given the product [Br:1][C:2]1[CH:11]=[C:6]2[C:5](=[CH:4][CH:3]=1)[NH:12][C:13](=[O:24])[C:14]([O:15][C:16]1[CH:21]=[CH:20][C:19]([C:22]#[N:23])=[CH:18][CH:17]=1)=[C:7]2[OH:8], predict the reactants needed to synthesize it. (3) Given the product [F:38][C:35]1[CH:36]=[CH:37][C:32]([S:29]([CH:15]([NH:16][CH2:17][C:18]2[CH:23]=[CH:22][C:21]([N:24]3[CH:28]=[CH:27][CH:26]=[N:25]3)=[CH:20][CH:19]=2)[C:11]2[N:10]=[C:9]([NH:8][CH2:39][C:40]([OH:42])=[O:41])[CH:14]=[CH:13][CH:12]=2)(=[O:30])=[O:31])=[CH:33][CH:34]=1, predict the reactants needed to synthesize it. The reactants are: C(OC([N:8]([CH2:39][C:40]([O:42]C(C)(C)C)=[O:41])[C:9]1[CH:14]=[CH:13][CH:12]=[C:11]([CH:15]([S:29]([C:32]2[CH:37]=[CH:36][C:35]([F:38])=[CH:34][CH:33]=2)(=[O:31])=[O:30])[NH:16][CH2:17][C:18]2[CH:23]=[CH:22][C:21]([N:24]3[CH:28]=[CH:27][CH:26]=[N:25]3)=[CH:20][CH:19]=2)[N:10]=1)=O)(C)(C)C.C(OC(N(CC(OC(C)(C)C)=O)C1C=CC=C(C(CC2C=CC(N3C=CC=N3)=CC=2)NS(C2C=CC=CN=2)(=O)=O)N=1)=O)(C)(C)C. (4) Given the product [F:1][C:2]1[CH:3]=[CH:4][C:5]2[O:10][CH:9]([CH:11]([OH:12])[C:14]#[N:15])[CH2:8][CH2:7][C:6]=2[CH:13]=1, predict the reactants needed to synthesize it. The reactants are: [F:1][C:2]1[CH:3]=[CH:4][C:5]2[O:10][CH:9]([CH:11]=[O:12])[CH2:8][CH2:7][C:6]=2[CH:13]=1.[C-:14]#[N:15].[K+].C(=O)([O-])[O-].[Na+].[Na+]. (5) Given the product [Br:1][C:2]1[CH:3]=[CH:4][C:5]2[N:6]([CH2:22][CH2:23][CH3:24])[C:7]3[C:12]([C:13]=2[CH:14]=1)=[CH:11][CH:10]=[CH:9][CH:8]=3, predict the reactants needed to synthesize it. The reactants are: [Br:1][C:2]1[CH:3]=[CH:4][C:5]2[NH:6][C:7]3[C:12]([C:13]=2[CH:14]=1)=[CH:11][CH:10]=[CH:9][CH:8]=3.C(=O)([O-])[O-].[Cs+].[Cs+].Br[CH2:22][CH2:23][CH3:24].